Task: Predict which catalyst facilitates the given reaction.. Dataset: Catalyst prediction with 721,799 reactions and 888 catalyst types from USPTO (1) Reactant: [CH3:1][O:2][C:3]1[N:8]=[CH:7][C:6]([CH:9]=O)=[CH:5][CH:4]=1.[CH3:11][O:12][C:13]([CH:15]=P(C1C=CC=CC=1)(C1C=CC=CC=1)C1C=CC=CC=1)=[O:14].O. Product: [CH3:11][O:12][C:13](=[O:14])[CH:15]=[CH:9][C:6]1[CH:7]=[N:8][C:3]([O:2][CH3:1])=[CH:4][CH:5]=1. The catalyst class is: 2. (2) Reactant: [Cl:1][C:2]1[N:6]([CH3:7])[N:5]=[C:4]([C:8]([F:11])([F:10])[F:9])[C:3]=1[CH:12]=[O:13].[BH4-].[Na+].O.C(OCC)(=O)C. Product: [Cl:1][C:2]1[N:6]([CH3:7])[N:5]=[C:4]([C:8]([F:10])([F:9])[F:11])[C:3]=1[CH2:12][OH:13]. The catalyst class is: 5. (3) Product: [OH:3][NH:2][C:26]([C:23]1[C:22]([OH:30])=[C:21]([CH2:31][OH:32])[C:20]([CH2:19][O:18][C:17]2[CH:33]=[CH:34][C:14]([F:13])=[CH:15][CH:16]=2)=[CH:25][N:24]=1)=[O:27]. Reactant: Cl.[NH2:2][OH:3].C(N(CC)C(C)C)(C)C.[F:13][C:14]1[CH:34]=[CH:33][C:17]([O:18][CH2:19][C:20]2[C:21]([CH2:31][OH:32])=[C:22]([OH:30])[C:23]([C:26](OC)=[O:27])=[N:24][CH:25]=2)=[CH:16][CH:15]=1. The catalyst class is: 191. (4) Reactant: [C:1]1([N:7]=[N+:8]=[N-:9])[CH:6]=[CH:5][CH:4]=[CH:3][CH:2]=1.[CH2:10]([Sn:14]([CH2:21][CH2:22][CH2:23][CH3:24])([CH2:17][CH2:18][CH2:19][CH3:20])[C:15]#[CH:16])[CH2:11][CH2:12][CH3:13].C(N(CC)CC)C. Product: [C:1]1([N:7]2[CH:16]=[C:15]([Sn:14]([CH2:10][CH2:11][CH2:12][CH3:13])([CH2:21][CH2:22][CH2:23][CH3:24])[CH2:17][CH2:18][CH2:19][CH3:20])[N:9]=[N:8]2)[CH:6]=[CH:5][CH:4]=[CH:3][CH:2]=1. The catalyst class is: 356. (5) Reactant: [C:1]([O:5][C:6](=[O:35])[N:7]([CH2:15][C:16]1[CH:21]=[CH:20][C:19]([CH2:22][NH:23][CH2:24][CH2:25][CH2:26][CH2:27][N:28]([CH2:32][CH2:33][CH3:34])[CH2:29][CH2:30][CH3:31])=[CH:18][CH:17]=1)[CH2:8][C:9]1[N:10]([CH3:14])[CH:11]=[CH:12][N:13]=1)([CH3:4])([CH3:3])[CH3:2].C(N(CC)CC)C.[F:43][C:44]([F:55])([F:54])[C:45](O[C:45](=[O:46])[C:44]([F:55])([F:54])[F:43])=[O:46]. Product: [C:1]([O:5][C:6](=[O:35])[N:7]([CH2:15][C:16]1[CH:17]=[CH:18][C:19]([CH2:22][N:23]([CH2:24][CH2:25][CH2:26][CH2:27][N:28]([CH2:29][CH2:30][CH3:31])[CH2:32][CH2:33][CH3:34])[C:45](=[O:46])[C:44]([F:55])([F:54])[F:43])=[CH:20][CH:21]=1)[CH2:8][C:9]1[N:10]([CH3:14])[CH:11]=[CH:12][N:13]=1)([CH3:3])([CH3:4])[CH3:2]. The catalyst class is: 4. (6) Reactant: [Cl:1][C:2]1[CH:7]=[C:6]([F:8])[CH:5]=[CH:4][C:3]=1[C:9]1[S:13][C:12]([C:14]([O:16][CH3:17])=[O:15])=[CH:11][C:10]=1[C:18]1[CH:23]=[CH:22][C:21]([OH:24])=[CH:20][CH:19]=1.Br[CH2:26][CH2:27][CH2:28][O:29][CH:30]1[CH2:35][CH2:34][CH2:33][CH2:32][O:31]1.C(=O)([O-])[O-].[K+].[K+].CN(C=O)C. Product: [Cl:1][C:2]1[CH:7]=[C:6]([F:8])[CH:5]=[CH:4][C:3]=1[C:9]1[S:13][C:12]([C:14]([O:16][CH3:17])=[O:15])=[CH:11][C:10]=1[C:18]1[CH:23]=[CH:22][C:21]([O:24][CH2:26][CH2:27][CH2:28][O:29][CH:30]2[CH2:35][CH2:34][CH2:33][CH2:32][O:31]2)=[CH:20][CH:19]=1. The catalyst class is: 28. (7) Reactant: CC(OI1(OC(C)=O)(OC(C)=O)OC(=O)C2C=CC=CC1=2)=O.[F:23][C:24]([F:71])([F:70])[C:25]1[CH:26]=[C:27]([C@H:35]2[O:39][C:38](=[O:40])[N:37]([CH2:41][C:42]3[CH:47]=[C:46]([C:48]([F:51])([F:50])[F:49])[CH:45]=[CH:44][C:43]=3[C:52]3[C:57]([Cl:58])=[CH:56][CH:55]=[C:54]([C:59]4[CH:64]=[CH:63][C:62]([CH:65]([OH:67])[CH3:66])=[CH:61][C:60]=4[CH3:68])[CH:53]=3)[C@H:36]2[CH3:69])[CH:28]=[C:29]([C:31]([F:34])([F:33])[F:32])[CH:30]=1.CCOC(C)=O.CCCCCC. Product: [C:65]([C:62]1[CH:63]=[CH:64][C:59]([C:54]2[CH:53]=[C:52]([C:43]3[CH:44]=[CH:45][C:46]([C:48]([F:49])([F:50])[F:51])=[CH:47][C:42]=3[CH2:41][N:37]3[C@@H:36]([CH3:69])[C@@H:35]([C:27]4[CH:26]=[C:25]([C:24]([F:71])([F:70])[F:23])[CH:30]=[C:29]([C:31]([F:33])([F:34])[F:32])[CH:28]=4)[O:39][C:38]3=[O:40])[C:57]([Cl:58])=[CH:56][CH:55]=2)=[C:60]([CH3:68])[CH:61]=1)(=[O:67])[CH3:66]. The catalyst class is: 2.